From a dataset of Reaction yield outcomes from USPTO patents with 853,638 reactions. Predict the reaction yield, written as a fraction of the theoretical maximum amount of product (1.0 means a 100% yield; for example, 0.34 means a 34% yield). (1) The reactants are [C:1]([NH:5][S:6]([C:9]1[C:10]([C:15]2[CH:20]=[CH:19][C:18]([C:21]3[CH:26]=[N:25][C:24]([N:27](S(C)(=O)=O)[S:28]([CH3:31])(=[O:30])=[O:29])=[CH:23][N:22]=3)=[C:17]([F:36])[CH:16]=2)=[CH:11][CH:12]=[CH:13][CH:14]=1)(=[O:8])=[O:7])([CH3:4])([CH3:3])[CH3:2].[OH-].[Na+]. The catalyst is CS(C)=O. The product is [C:1]([NH:5][S:6]([C:9]1[C:10]([C:15]2[CH:20]=[CH:19][C:18]([C:21]3[CH:26]=[N:25][C:24]([NH:27][S:28]([CH3:31])(=[O:30])=[O:29])=[CH:23][N:22]=3)=[C:17]([F:36])[CH:16]=2)=[CH:11][CH:12]=[CH:13][CH:14]=1)(=[O:7])=[O:8])([CH3:4])([CH3:3])[CH3:2]. The yield is 0.860. (2) The reactants are C([O:4][CH2:5][CH2:6][OH:7])(=O)C.C(N(CC)CC)C.[C:15]([Si:19](Cl)([C:26]1[CH:31]=[CH:30][CH:29]=[CH:28][CH:27]=1)[C:20]1[CH:25]=[CH:24][CH:23]=[CH:22][CH:21]=1)([CH3:18])([CH3:17])[CH3:16]. The catalyst is CN(C1C=CN=CC=1)C.ClCCl.CCCCCC.C(OCC)(=O)C. The product is [Si:19]([O:4][CH2:5][CH2:6][OH:7])([C:15]([CH3:18])([CH3:17])[CH3:16])([C:26]1[CH:27]=[CH:28][CH:29]=[CH:30][CH:31]=1)[C:20]1[CH:25]=[CH:24][CH:23]=[CH:22][CH:21]=1. The yield is 0.570. (3) The reactants are [C:1]([O:5][C:6]([NH:8][CH:9]1[CH2:12][NH:11][CH2:10]1)=[O:7])([CH3:4])([CH3:3])[CH3:2].Br[C:14]1[S:15][C:16]([C:21]([O:23][CH3:24])=[O:22])=[C:17]([CH2:19][CH3:20])[N:18]=1.C(N(C(C)C)CC)(C)C. No catalyst specified. The product is [C:1]([O:5][C:6]([NH:8][CH:9]1[CH2:10][N:11]([C:14]2[S:15][C:16]([C:21]([O:23][CH3:24])=[O:22])=[C:17]([CH2:19][CH3:20])[N:18]=2)[CH2:12]1)=[O:7])([CH3:4])([CH3:2])[CH3:3]. The yield is 0.660. (4) The reactants are [C:1]([OH:6])(=O)/[CH:2]=[CH:3]/[CH3:4].O1CCCC1.C(Cl)(=O)C(Cl)=O.[NH2:18][C:19]1[CH:20]=[C:21]([OH:26])[CH:22]=[CH:23][C:24]=1[CH3:25]. The catalyst is CN(C)C=O.CN(C)C(=O)C. The product is [OH:26][C:21]1[CH:22]=[CH:23][C:24]([CH3:25])=[C:19]([NH:18][C:1](=[O:6])/[CH:2]=[CH:3]/[CH3:4])[CH:20]=1. The yield is 0.590.